Predict the reaction yield, written as a fraction of the theoretical maximum amount of product (1.0 means a 100% yield; for example, 0.34 means a 34% yield). From a dataset of Reaction yield outcomes from USPTO patents with 853,638 reactions. (1) The reactants are [OH:1][CH2:2][C@H:3]1[CH2:22][N:7]2[CH2:8][CH2:9][N:10]([C:12]3[CH:17]=[CH:16][C:15]([F:18])=[CH:14][C:13]=3[N+:19]([O-])=O)[CH2:11][C@@H:6]2[CH2:5][CH2:4]1.[H][H]. The catalyst is CO.C1COCC1.[Pd]. The product is [OH:1][CH2:2][C@H:3]1[CH2:22][N:7]2[CH2:8][CH2:9][N:10]([C:12]3[CH:17]=[CH:16][C:15]([F:18])=[CH:14][C:13]=3[NH2:19])[CH2:11][C@@H:6]2[CH2:5][CH2:4]1. The yield is 0.980. (2) The reactants are Br[C:2]1[CH:11]=[CH:10][C:5]([C:6]([O:8][CH3:9])=[O:7])=[CH:4][CH:3]=1.[Cl-].[F:13][C:14]([F:24])([F:23])[C:15]1[CH:22]=[CH:21][C:18]([CH2:19][Zn+])=[CH:17][CH:16]=1.C(Cl)Cl. The catalyst is C1COCC1. The product is [F:13][C:14]([F:23])([F:24])[C:15]1[CH:22]=[CH:21][C:18]([CH2:19][C:2]2[CH:11]=[CH:10][C:5]([C:6]([O:8][CH3:9])=[O:7])=[CH:4][CH:3]=2)=[CH:17][CH:16]=1. The yield is 0.550. (3) The reactants are [Cl:1][C:2]1[CH:7]=[CH:6][C:5]([O:8][C:9]2[CH:14]=[CH:13][C:12]([CH2:15][CH2:16][C:17]#[N:18])=[CH:11][CH:10]=2)=[CH:4][C:3]=1[C:19]([F:22])([F:21])[F:20].C(Cl)(=O)C.[NH3:27]. The catalyst is C1(C)C=CC=CC=1.CO. The product is [ClH:1].[Cl:1][C:2]1[CH:7]=[CH:6][C:5]([O:8][C:9]2[CH:10]=[CH:11][C:12]([CH2:15][CH2:16][C:17](=[NH:27])[NH2:18])=[CH:13][CH:14]=2)=[CH:4][C:3]=1[C:19]([F:20])([F:21])[F:22]. The yield is 0.257.